From a dataset of Peptide-MHC class II binding affinity with 134,281 pairs from IEDB. Regression. Given a peptide amino acid sequence and an MHC pseudo amino acid sequence, predict their binding affinity value. This is MHC class II binding data. (1) The peptide sequence is KKFEENEVDISVVVQDP. The MHC is DRB4_0103 with pseudo-sequence DRB4_0103. The binding affinity (normalized) is 0.399. (2) The peptide sequence is EAIIRILQQLLFIHFRIGCQHSR. The MHC is HLA-DQA10301-DQB10302 with pseudo-sequence HLA-DQA10301-DQB10302. The binding affinity (normalized) is 0. (3) The peptide sequence is ASFEAQGALANIAVDKA. The MHC is H-2-IAb with pseudo-sequence H-2-IAb. The binding affinity (normalized) is 0.437.